From a dataset of Reaction yield outcomes from USPTO patents with 853,638 reactions. Predict the reaction yield, written as a fraction of the theoretical maximum amount of product (1.0 means a 100% yield; for example, 0.34 means a 34% yield). (1) The reactants are [CH:1]1([CH2:4][O:5][C:6]2[CH:11]=[C:10]([O:12][CH2:13][CH2:14][O:15][CH3:16])[CH:9]=[CH:8][C:7]=2/[CH:17]=[CH:18]/[C:19]([O:21]CC)=[O:20])[CH2:3][CH2:2]1.[OH-].[Na+]. The catalyst is O1CCCC1.C(O)C. The product is [CH:1]1([CH2:4][O:5][C:6]2[CH:11]=[C:10]([O:12][CH2:13][CH2:14][O:15][CH3:16])[CH:9]=[CH:8][C:7]=2/[CH:17]=[CH:18]/[C:19]([OH:21])=[O:20])[CH2:3][CH2:2]1. The yield is 0.990. (2) The reactants are [C:1]([C:5]1[CH:10]=[CH:9][C:8]([N+:11]([O-])=O)=[CH:7][C:6]=1[O:14][CH3:15])([CH3:4])([CH3:3])[CH3:2].C([O-])=O.[K+]. The catalyst is CCO.O.[Pd]. The product is [C:1]([C:5]1[CH:10]=[CH:9][C:8]([NH2:11])=[CH:7][C:6]=1[O:14][CH3:15])([CH3:4])([CH3:2])[CH3:3]. The yield is 0.720. (3) The reactants are [C:1]([N:8]1[CH2:15][CH2:14][CH2:13][C@H:9]1[C:10]([OH:12])=O)([O:3][C:4]([CH3:7])([CH3:6])[CH3:5])=[O:2].[CH2:16]([N:23]1[CH2:28][CH2:27][NH:26][CH2:25][CH2:24]1)[C:17]1[CH:22]=[CH:21][CH:20]=[CH:19][CH:18]=1.Cl.C(N=C=NCCCN(C)C)C. The catalyst is CN(C)C1C=CN=CC=1.C(Cl)Cl. The product is [CH2:16]([N:23]1[CH2:28][CH2:27][N:26]([C:10]([C@@H:9]2[CH2:13][CH2:14][CH2:15][N:8]2[C:1]([O:3][C:4]([CH3:5])([CH3:6])[CH3:7])=[O:2])=[O:12])[CH2:25][CH2:24]1)[C:17]1[CH:18]=[CH:19][CH:20]=[CH:21][CH:22]=1. The yield is 0.900. (4) The reactants are [CH3:1][O:2][C:3]1[CH:4]=[C:5]2[C:10](=[CH:11][C:12]=1[O:13][CH3:14])[N:9]=[CH:8][N:7]=[C:6]2[C:15]1[NH:19][N:18]=[N:17][N:16]=1.C(N(CC)CC)C.Cl.Cl[CH2:29][C:30]1[CH:35]=[CH:34][CH:33]=[CH:32][N:31]=1. The catalyst is CN(C)C(=O)C. The product is [CH3:1][O:2][C:3]1[CH:4]=[C:5]2[C:10](=[CH:11][C:12]=1[O:13][CH3:14])[N:9]=[CH:8][N:7]=[C:6]2[C:15]1[N:19]([CH2:29][C:30]2[CH:35]=[CH:34][CH:33]=[CH:32][N:31]=2)[N:18]=[N:17][N:16]=1. The yield is 0.280. (5) The reactants are [CH2:1]([N:3]1[CH:7]=[C:6]([NH:8][C:9]2[C:14]([N+:15]([O-])=O)=[CH:13][N:12]=[C:11]([NH:18][C:19]3[CH:20]=[N:21][N:22]([CH:24]4[CH2:29][CH2:28][O:27][CH2:26][CH2:25]4)[CH:23]=3)[N:10]=2)[CH:5]=[N:4]1)[CH3:2]. The catalyst is CO.[Pd]. The product is [CH2:1]([N:3]1[CH:7]=[C:6]([NH:8][C:9]2[C:14]([NH2:15])=[CH:13][N:12]=[C:11]([NH:18][C:19]3[CH:20]=[N:21][N:22]([CH:24]4[CH2:29][CH2:28][O:27][CH2:26][CH2:25]4)[CH:23]=3)[N:10]=2)[CH:5]=[N:4]1)[CH3:2]. The yield is 0.540. (6) The product is [ClH:56].[F:22][C:14]1[CH:15]=[N:16][C:17]2[CH:18]=[CH:19][C:20](=[O:21])[N:11]3[CH2:10][C@@H:9]([CH2:8][N:5]4[CH2:6][CH2:7][CH:2]([NH:1][CH2:49][C:47]5[CH:46]=[N:45][C:42]6[S:43][CH2:44][C:39](=[O:38])[NH:40][C:41]=6[CH:48]=5)[CH2:3][CH2:4]4)[C:13]=1[C:12]=23. The catalyst is CO. The yield is 0.390. The reactants are [NH2:1][CH:2]1[CH2:7][CH2:6][N:5]([CH2:8][C@H:9]2[C:13]3=[C:14]([F:22])[CH:15]=[N:16][C:17]4[CH:18]=[CH:19][C:20](=[O:21])[N:11]([C:12]=43)[CH2:10]2)[CH2:4][CH2:3]1.C(OC(=O)NC1CCNCC1O)(C)(C)C.[O:38]=[C:39]1[CH2:44][S:43][C:42]2[N:45]=[CH:46][C:47]([CH:49]=O)=[CH:48][C:41]=2[NH:40]1.C([BH3-])#N.[Na+].C(Cl)(Cl)[Cl:56].